Predict which catalyst facilitates the given reaction. From a dataset of Catalyst prediction with 721,799 reactions and 888 catalyst types from USPTO. (1) Reactant: [Cl:1][C:2]1[C:7](I)=[CH:6][N:5]=[CH:4][N:3]=1.[Cl:9][C:10]1[CH:19]=[C:18]2[C:13]([CH2:14][CH2:15][N:16]([C:28]([O:30][C:31]([CH3:34])([CH3:33])[CH3:32])=[O:29])[CH:17]2[C:20]2[CH:24]=[C:23]([CH:25]=[O:26])[S:22][C:21]=2[CH3:27])=[CH:12][CH:11]=1.[Li]CCCC.CCCCCC. Product: [Cl:9][C:10]1[CH:19]=[C:18]2[C:13]([CH2:14][CH2:15][N:16]([C:28]([O:30][C:31]([CH3:34])([CH3:33])[CH3:32])=[O:29])[CH:17]2[C:20]2[CH:24]=[C:23]([CH:25]([C:7]3[C:2]([Cl:1])=[N:3][CH:4]=[N:5][CH:6]=3)[OH:26])[S:22][C:21]=2[CH3:27])=[CH:12][CH:11]=1. The catalyst class is: 504. (2) Reactant: [CH3:1][N+:2]([CH2:5][C@H:6]([NH2:11])[CH2:7][C:8]([O-:10])=[O:9])([CH3:4])[CH3:3].C(N(C(C)C)CC)(C)C.[Cl:21][C:22]1[CH:27]=[C:26]([C:28]([F:31])([F:30])[F:29])[CH:25]=[CH:24][C:23]=1[N:32]=[C:33]=[O:34]. Product: [Cl:21][C:22]1[CH:27]=[C:26]([C:28]([F:31])([F:30])[F:29])[CH:25]=[CH:24][C:23]=1[NH:32][C:33](=[O:34])[NH:11][C@@H:6]([CH2:5][N+:2]([CH3:3])([CH3:4])[CH3:1])[CH2:7][C:8]([O-:10])=[O:9]. The catalyst class is: 5. (3) Reactant: [CH3:1][O:2][C:3]1[C:12]([NH2:13])=[C:11]2[C:6]([CH:7]=[CH:8][CH:9]=[N:10]2)=[CH:5][CH:4]=1.[C:14]1([S:20](Cl)(=[O:22])=[O:21])[CH:19]=[CH:18][CH:17]=[CH:16][CH:15]=1. Product: [CH3:1][O:2][C:3]1[C:12]([NH:13][S:20]([C:14]2[CH:19]=[CH:18][CH:17]=[CH:16][CH:15]=2)(=[O:22])=[O:21])=[C:11]2[C:6]([CH:7]=[CH:8][CH:9]=[N:10]2)=[CH:5][CH:4]=1. The catalyst class is: 142. (4) Reactant: C([O:7][CH2:8][C@@H:9]([O:41][C:42]([CH3:45])([CH3:44])[CH3:43])[C:10]1[C:32]([CH3:33])=[CH:31][C:13]2[N:14]=[C:15]([C:17]3[CH:22]=[CH:21][N:20]=[C:19]([C:23]4[CH:24]=[N:25][CH:26]=[C:27]([O:29][CH3:30])[CH:28]=4)[CH:18]=3)[S:16][C:12]=2[C:11]=1[C:34]1[CH:39]=[CH:38][C:37]([Cl:40])=[CH:36][CH:35]=1)(=O)C(C)(C)C.[OH-].[Na+]. Product: [C:42]([O:41][C@@H:9]([C:10]1[C:32]([CH3:33])=[CH:31][C:13]2[N:14]=[C:15]([C:17]3[CH:22]=[CH:21][N:20]=[C:19]([C:23]4[CH:24]=[N:25][CH:26]=[C:27]([O:29][CH3:30])[CH:28]=4)[CH:18]=3)[S:16][C:12]=2[C:11]=1[C:34]1[CH:39]=[CH:38][C:37]([Cl:40])=[CH:36][CH:35]=1)[CH2:8][OH:7])([CH3:45])([CH3:43])[CH3:44]. The catalyst class is: 36. (5) Reactant: [CH3:1][N:2]1[C:10]2[N:9]=[C:8]([O:11][C:12]3[CH:17]=[CH:16][CH:15]=[C:14]([O:18][C:19]([F:22])([F:21])[F:20])[CH:13]=3)[N:7](COCC[Si](C)(C)C)[C:6]=2[C:5](=[O:31])[N:4]([CH2:32][CH2:33][O:34][CH2:35][CH2:36][O:37]C2CCCCO2)[C:3]1=[O:44].Cl. Product: [OH:37][CH2:36][CH2:35][O:34][CH2:33][CH2:32][N:4]1[C:5](=[O:31])[C:6]2[NH:7][C:8]([O:11][C:12]3[CH:17]=[CH:16][CH:15]=[C:14]([O:18][C:19]([F:21])([F:22])[F:20])[CH:13]=3)=[N:9][C:10]=2[N:2]([CH3:1])[C:3]1=[O:44]. The catalyst class is: 8. (6) Reactant: CC1(C)C(C)(C)OB([C:9]2[CH:14]=[CH:13][C:12]([C:15]3[C:28]4[C:29]5=[C:30]6[C:25](=[CH:26][CH:27]=4)[CH:24]=[CH:23][C:22]([C:31]4[C:40]7[C:35](=[CH:36][CH:37]=[CH:38][CH:39]=7)[CH:34]=[CH:33][CH:32]=4)=[C:21]6[CH:20]=[CH:19][C:18]5=[CH:17][CH:16]=3)=[CH:11][CH:10]=2)O1.Br[C:43]1[CH:44]=[CH:45][C:46]2[C:47]3[C:52]([C:53]4[CH:54]=[CH:55][CH:56]=[CH:57][C:58]=4[C:59]=2[CH:60]=1)=[CH:51][C:50]1=[CH:61][C:62]2[C:67]([C:66]([CH3:69])([CH3:68])[CH:65]=[CH:64][CH:63]=2)=[C:49]1[CH:48]=3.C([O-])([O-])=O.[Na+].[Na+].CCO. Product: [CH3:69][C:66]1([CH3:68])[C:67]2[C:62]([CH:61]=[C:50]3[C:49]=2[CH:48]=[C:47]2[C:52]([C:53]4[CH:54]=[CH:55][CH:56]=[CH:57][C:58]=4[C:59]4[CH:60]=[C:43]([C:9]5[CH:10]=[CH:11][C:12]([C:15]6[C:28]7[C:29]8=[C:30]9[C:25](=[CH:26][CH:27]=7)[CH:24]=[CH:23][C:22]([C:31]7[C:40]%10[C:35](=[CH:36][CH:37]=[CH:38][CH:39]=%10)[CH:34]=[CH:33][CH:32]=7)=[C:21]9[CH:20]=[CH:19][C:18]8=[CH:17][CH:16]=6)=[CH:13][CH:14]=5)[CH:44]=[CH:45][C:46]=42)=[CH:51]3)=[CH:63][CH:64]=[CH:65]1. The catalyst class is: 206. (7) Product: [OH:8][C:9]1[CH:14]=[CH:13][C:12]([C:15]2[O:16][C:17]([CH3:28])=[C:18]([CH2:20][C:21]([N:22]3[CH2:26][CH2:25][CH2:24][C@H:23]3[CH3:27])=[O:31])[N:19]=2)=[CH:11][CH:10]=1. Reactant: C([O:8][C:9]1[CH:14]=[CH:13][C:12]([C:15]2[O:16][C:17]([CH3:28])=[C:18]([CH2:20][CH2:21][N:22]3[CH2:26][CH2:25][CH2:24][C@H:23]3[CH3:27])[N:19]=2)=[CH:11][CH:10]=1)C1C=CC=CC=1.C([OH:31])C. The catalyst class is: 45.